Dataset: Catalyst prediction with 721,799 reactions and 888 catalyst types from USPTO. Task: Predict which catalyst facilitates the given reaction. (1) Reactant: [Li+].[C:2]([O:6][C:7]([C:9]1[S:13][C:12]([CH2:14][N:15]([CH3:24])[C@H:16]([C:21]([O-:23])=O)[CH2:17][CH:18]([CH3:20])[CH3:19])=[CH:11][CH:10]=1)=[O:8])([CH3:5])([CH3:4])[CH3:3].Cl.[CH3:26][O:27][C:28](=[O:36])[C@H:29]([CH2:31][C:32]([O:34][CH3:35])=[O:33])[NH2:30].CCN=C=NCCCN(C)C.Cl.O.ON1C2C=CC=CC=2N=N1.C(N(CC)C(C)C)(C)C. Product: [CH3:26][O:27][C:28](=[O:36])[C@H:29]([CH2:31][C:32]([O:34][CH3:35])=[O:33])[NH:30][C:21](=[O:23])[C@H:16]([CH2:17][CH:18]([CH3:19])[CH3:20])[N:15]([CH2:14][C:12]1[S:13][C:9]([C:7]([O:6][C:2]([CH3:3])([CH3:4])[CH3:5])=[O:8])=[CH:10][CH:11]=1)[CH3:24]. The catalyst class is: 4. (2) Reactant: [CH2:1]([S:8][CH2:9][C:10]1[N:15]=[C:14]([C:16]2[S:17][C:18]3[CH:26]=[CH:25][CH:24]=[CH:23][C:19]=3[C:20](=[O:22])[N:21]=2)[CH:13]=[CH:12][CH:11]=1)[C:2]1[CH:7]=[CH:6][CH:5]=[CH:4][CH:3]=1.ClC1C=CC=C(C(OO)=[O:35])C=1. Product: [CH2:1]([S:8]([CH2:9][C:10]1[N:15]=[C:14]([C:16]2[S:17][C:18]3[CH:26]=[CH:25][CH:24]=[CH:23][C:19]=3[C:20](=[O:22])[N:21]=2)[CH:13]=[CH:12][CH:11]=1)=[O:35])[C:2]1[CH:3]=[CH:4][CH:5]=[CH:6][CH:7]=1. The catalyst class is: 22. (3) Reactant: [C:1]([C:4]1[C:5]([NH:14][C:15]2[C:20]([F:21])=[CH:19][C:18]([N:22]3[CH2:27][CH2:26][N:25]([C:28]([O:30][C:31]([CH3:34])([CH3:33])[CH3:32])=[O:29])[CH2:24][CH2:23]3)=[C:17]([F:35])[CH:16]=2)=[N:6][C:7]([S:12][CH3:13])=[N:8][C:9]=1[NH:10][NH2:11])(=[O:3])[NH2:2].[CH:36]([O-])([O-])OC. Product: [C:1]([C:4]1[C:9]2[N:8]([CH:36]=[N:11][N:10]=2)[C:7]([S:12][CH3:13])=[N:6][C:5]=1[NH:14][C:15]1[C:20]([F:21])=[CH:19][C:18]([N:22]2[CH2:23][CH2:24][N:25]([C:28]([O:30][C:31]([CH3:32])([CH3:34])[CH3:33])=[O:29])[CH2:26][CH2:27]2)=[C:17]([F:35])[CH:16]=1)(=[O:3])[NH2:2]. The catalyst class is: 44. (4) Reactant: [Br:1][C:2]1[CH:7]=[CH:6][C:5](N)=[C:4]([O:9][CH3:10])[CH:3]=1.O.C1(C)C=CC(S(O)(=O)=O)=CC=1.N([O-])=O.[Na+].[I-:27].[K+]. Product: [Br:1][C:2]1[CH:7]=[CH:6][C:5]([I:27])=[C:4]([O:9][CH3:10])[CH:3]=1. The catalyst class is: 47. (5) Reactant: [C:1]([O:5][C:6]([N:8]([CH2:19][C:20]1[CH:25]=[CH:24][C:23]([O:26][CH2:27][CH2:28][CH2:29][OH:30])=[C:22]([Br:31])[CH:21]=1)[C:9]([NH2:18])=[N:10][C:11]([O:13][C:14]([CH3:17])([CH3:16])[CH3:15])=[O:12])=[O:7])([CH3:4])([CH3:3])[CH3:2].[O:32](S(C(F)(F)F)(=O)=O)[S:33]([C:36]([F:39])([F:38])[F:37])(=O)=[O:34].CCN(CC)CC. Product: [F:37][C:36]([F:39])([F:38])[S:33]([O:30][CH2:29][CH2:28][CH2:27][O:26][C:23]1[CH:24]=[CH:25][C:20]([CH2:19][N:8]([C:6]([O:5][C:1]([CH3:2])([CH3:4])[CH3:3])=[O:7])[C:9]([NH2:18])=[N:10][C:11]([O:13][C:14]([CH3:17])([CH3:16])[CH3:15])=[O:12])=[CH:21][C:22]=1[Br:31])(=[O:34])=[O:32]. The catalyst class is: 64.